Dataset: Forward reaction prediction with 1.9M reactions from USPTO patents (1976-2016). Task: Predict the product of the given reaction. (1) Given the reactants [CH3:1][N:2]1[CH2:7][CH2:6][N:5]([C:8]2[N:13]=[CH:12][C:11]([NH2:14])=[CH:10][CH:9]=2)[CH2:4][CH2:3]1.[CH3:15][C:16]1[C:17]([C:21]2[C:30]3[N:29]=[CH:28][CH:27]=[N:26][C:25]=3[C:24]([C:31](O)=[O:32])=[CH:23][CH:22]=2)=[CH:18][S:19][CH:20]=1, predict the reaction product. The product is: [CH3:1][N:2]1[CH2:7][CH2:6][N:5]([C:8]2[N:13]=[CH:12][C:11]([NH:14][C:31]([C:24]3[C:25]4[N:26]=[CH:27][CH:28]=[N:29][C:30]=4[C:21]([C:17]4[C:16]([CH3:15])=[CH:20][S:19][CH:18]=4)=[CH:22][CH:23]=3)=[O:32])=[CH:10][CH:9]=2)[CH2:4][CH2:3]1. (2) Given the reactants [C:1]1([O:9][CH3:10])[C:2](=[CH:5][CH:6]=[CH:7][CH:8]=1)[O:3][CH3:4].[Cl-].[Al+3].[Cl-].[Cl-].[N+:15]([C:18]1[CH:19]=[C:20]([CH:24]=[CH:25][CH:26]=1)[C:21](Cl)=[O:22])([O-:17])=[O:16].O, predict the reaction product. The product is: [CH3:4][O:3][C:2]1[CH:5]=[C:6]([CH:7]=[CH:8][C:1]=1[O:9][CH3:10])[C:21]([C:20]1[CH:24]=[CH:25][CH:26]=[C:18]([N+:15]([O-:17])=[O:16])[CH:19]=1)=[O:22]. (3) The product is: [CH:1]1([NH:4][C:5]([NH:7][C:8]2[CH:13]=[CH:12][C:11]([O:14][C:15]3[C:24]4[C:19](=[CH:20][C:21]([O:29][CH3:30])=[C:22]([C:25]([OH:27])=[O:26])[CH:23]=4)[N:18]=[CH:17][CH:16]=3)=[CH:10][C:9]=2[CH3:31])=[O:6])[CH2:3][CH2:2]1. Given the reactants [CH:1]1([NH:4][C:5]([NH:7][C:8]2[CH:13]=[CH:12][C:11]([O:14][C:15]3[C:24]4[C:19](=[CH:20][C:21]([O:29][CH3:30])=[C:22]([C:25]([O:27]C)=[O:26])[CH:23]=4)[N:18]=[CH:17][CH:16]=3)=[CH:10][C:9]=2[CH3:31])=[O:6])[CH2:3][CH2:2]1, predict the reaction product.